Dataset: Catalyst prediction with 721,799 reactions and 888 catalyst types from USPTO. Task: Predict which catalyst facilitates the given reaction. Reactant: [Cl:1][C:2]1[CH:3]=[C:4]([CH:8]=[CH:9][C:10]=1[O:11][CH:12]([CH3:14])[CH3:13])[C:5]([OH:7])=O.CN(C(ON1N=NC2C=CC=NC1=2)=[N+](C)C)C.F[P-](F)(F)(F)(F)F.CCN(C(C)C)C(C)C.O[NH:49][C:50](=[NH:69])[C:51]1[CH:52]=[C:53]2[C:57](=[CH:58][C:59]=1[CH3:60])[N:56]([CH2:61][CH2:62][CH2:63][C:64]([O:66][CH2:67][CH3:68])=[O:65])[N:55]=[CH:54]2. Product: [Cl:1][C:2]1[CH:3]=[C:4]([C:5]2[O:7][N:49]=[C:50]([C:51]3[CH:52]=[C:53]4[C:57](=[CH:58][C:59]=3[CH3:60])[N:56]([CH2:61][CH2:62][CH2:63][C:64]([O:66][CH2:67][CH3:68])=[O:65])[N:55]=[CH:54]4)[N:69]=2)[CH:8]=[CH:9][C:10]=1[O:11][CH:12]([CH3:14])[CH3:13]. The catalyst class is: 3.